Dataset: Forward reaction prediction with 1.9M reactions from USPTO patents (1976-2016). Task: Predict the product of the given reaction. (1) Given the reactants [C@H:1]12[CH2:7][C@H:4]([NH:5][CH2:6]1)[CH2:3][N:2]2[C:8]([O:10][C:11]([CH3:14])([CH3:13])[CH3:12])=[O:9].Cl[C:16]1[CH:21]=[C:20]([O:22][CH2:23][CH:24]([CH3:26])[CH3:25])[N:19]=[CH:18][N:17]=1, predict the reaction product. The product is: [CH2:23]([O:22][C:20]1[N:19]=[CH:18][N:17]=[C:16]([N:5]2[CH2:6][C@@H:1]3[CH2:7][C@H:4]2[CH2:3][N:2]3[C:8]([O:10][C:11]([CH3:14])([CH3:13])[CH3:12])=[O:9])[CH:21]=1)[CH:24]([CH3:26])[CH3:25]. (2) The product is: [Br:1][C:2]1[CH:10]=[CH:9][C:5]([C:6]([NH:29][C:25]2[CH:24]=[C:23]([C:22]([F:30])([F:21])[F:31])[CH:28]=[CH:27][N:26]=2)=[O:8])=[CH:4][C:3]=1[C:11]([F:14])([F:13])[CH3:12]. Given the reactants [Br:1][C:2]1[CH:10]=[CH:9][C:5]([C:6]([OH:8])=O)=[CH:4][C:3]=1[C:11]([F:14])([F:13])[CH3:12].C(Cl)(C(Cl)=O)=O.[F:21][C:22]([F:31])([F:30])[C:23]1[CH:28]=[CH:27][N:26]=[C:25]([NH2:29])[CH:24]=1, predict the reaction product. (3) Given the reactants [F:1][C:2]1[CH:3]=[C:4]([CH:11]=[CH:12][CH:13]=1)[CH2:5][CH:6]([C:8]([OH:10])=[O:9])[NH2:7].[CH2:14]=O, predict the reaction product. The product is: [F:1][C:2]1[CH:3]=[C:4]2[C:11](=[CH:12][CH:13]=1)[CH2:14][NH:7][CH:6]([C:8]([OH:10])=[O:9])[CH2:5]2. (4) Given the reactants [F:1][C:2]1[C:3]([S:24]([NH:27][C:28]2[S:32][N:31]=[CH:30][N:29]=2)(=[O:26])=[O:25])=[CH:4][C:5]2[O:9][C:8](=[O:10])[N:7]([CH2:11][C:12]3[C:21]4[CH2:20][C:19](=O)[CH2:18][CH2:17][C:16]=4[CH:15]=[CH:14][CH:13]=3)[C:6]=2[CH:23]=1.[ClH:33].[F:34][C:35]1([F:39])[CH2:38][NH:37][CH2:36]1.CCN(C(C)C)C(C)C.C(O)(=O)C.C([BH3-])#N.[Na+], predict the reaction product. The product is: [ClH:33].[F:34][C:35]1([F:39])[CH2:38][N:37]([CH:19]2[CH2:20][C:21]3[C:12]([CH2:11][N:7]4[C:6]5[CH:23]=[C:2]([F:1])[C:3]([S:24]([NH:27][C:28]6[S:32][N:31]=[CH:30][N:29]=6)(=[O:25])=[O:26])=[CH:4][C:5]=5[O:9][C:8]4=[O:10])=[CH:13][CH:14]=[CH:15][C:16]=3[CH2:17][CH2:18]2)[CH2:36]1. (5) Given the reactants [CH3:1][O:2][C:3]1[CH:10]=[CH:9][C:6]([CH:7]=O)=[CH:5][C:4]=1[C:11]1[CH:16]=[CH:15][CH:14]=[CH:13][CH:12]=1.[Cl:17][C:18]1[CH:19]=[C:20]2[C:24](=[CH:25][CH:26]=1)[NH:23][C:22](=[O:27])[CH2:21]2, predict the reaction product. The product is: [Cl:17][C:18]1[CH:19]=[C:20]2[C:24](=[CH:25][CH:26]=1)[NH:23][C:22](=[O:27])[C:21]2=[CH:7][C:6]1[CH:5]=[C:4]([C:11]2[CH:16]=[CH:15][CH:14]=[CH:13][CH:12]=2)[C:3]([O:2][CH3:1])=[CH:10][CH:9]=1. (6) Given the reactants [F:1][C:2]1[CH:10]=[CH:9][C:5]([C:6](Cl)=[O:7])=[CH:4][CH:3]=1.Cl.[F:12][C:13]1[CH:18]=[CH:17][C:16]([N:19]([CH3:28])[C:20]([C@H:22]2[CH2:27][CH2:26][CH2:25][NH:24][CH2:23]2)=[O:21])=[CH:15][CH:14]=1.C(N(CC)CC)C, predict the reaction product. The product is: [F:12][C:13]1[CH:14]=[CH:15][C:16]([N:19]([CH3:28])[C:20]([C@H:22]2[CH2:27][CH2:26][CH2:25][N:24]([C:6](=[O:7])[C:5]3[CH:9]=[CH:10][C:2]([F:1])=[CH:3][CH:4]=3)[CH2:23]2)=[O:21])=[CH:17][CH:18]=1. (7) Given the reactants Cl.[Cl-].[NH2:3][C:4]1[CH:9]=[CH:8][C:7]([N:10]2[CH2:14][CH2:13][CH:12]([N+:15]([CH3:18])([CH3:17])[CH3:16])[CH2:11]2)=[CH:6][CH:5]=1.Cl.[NH2:20][C:21]1[C:22]([Cl:29])=[C:23]([OH:28])[C:24]([CH3:27])=[CH:25][CH:26]=1.[OH-].[NH4+].OO, predict the reaction product. The product is: [Cl-:29].[NH2:20][C:21]1[C:26](=[N:3][C:4]2[CH:5]=[CH:6][C:7]([N:10]3[CH2:14][CH2:13][CH:12]([N+:15]([CH3:18])([CH3:17])[CH3:16])[CH2:11]3)=[CH:8][CH:9]=2)[CH:25]=[C:24]([CH3:27])[C:23](=[O:28])[C:22]=1[Cl:29]. (8) Given the reactants [CH3:1][O:2][C:3]1[CH:4]=[C:5]([CH2:11][C:12]#[N:13])[CH:6]=[CH:7][C:8]=1[O:9][CH3:10].C[Si]([N-][Si](C)(C)C)(C)C.[Na+].Br[CH:25]([CH3:27])[CH3:26].[NH4+].[Cl-], predict the reaction product. The product is: [CH3:1][O:2][C:3]1[CH:4]=[C:5]([CH:11]([CH:25]([CH3:27])[CH3:26])[C:12]#[N:13])[CH:6]=[CH:7][C:8]=1[O:9][CH3:10]. (9) Given the reactants Cl[C:2]1[N:3]=[CH:4][C:5](/[CH:8]=[CH:9]/[C:10]([O:12][CH3:13])=[O:11])=[N:6][CH:7]=1.[NH2:14][C@@H:15]1[CH2:19][CH2:18][N:17]([C:20]([O:22][C:23]([CH3:26])([CH3:25])[CH3:24])=[O:21])[CH2:16]1.P([O-])([O-])([O-])=O.[K+].[K+].[K+].O, predict the reaction product. The product is: [CH3:13][O:12][C:10](=[O:11])/[CH:9]=[CH:8]/[C:5]1[N:6]=[CH:7][C:2]([NH:14][C@@H:15]2[CH2:19][CH2:18][N:17]([C:20]([O:22][C:23]([CH3:26])([CH3:25])[CH3:24])=[O:21])[CH2:16]2)=[N:3][CH:4]=1. (10) Given the reactants [Cl:1][C:2]1[CH:3]=[C:4]2[C:12](=[C:13]([NH2:15])[CH:14]=1)[NH:11][C:10]1[CH:9]=[N:8][CH:7]=[CH:6][C:5]2=1.[CH3:16][N:17]1[CH2:22][C:21]([CH3:24])([CH3:23])[O:20][CH2:19][CH:18]1[C:25](O)=[O:26], predict the reaction product. The product is: [Cl:1][C:2]1[CH:3]=[C:4]2[C:12](=[C:13]([NH:15][C:25]([CH:18]3[CH2:19][O:20][C:21]([CH3:23])([CH3:24])[CH2:22][N:17]3[CH3:16])=[O:26])[CH:14]=1)[NH:11][C:10]1[CH:9]=[N:8][CH:7]=[CH:6][C:5]2=1.